Dataset: Reaction yield outcomes from USPTO patents with 853,638 reactions. Task: Predict the reaction yield, written as a fraction of the theoretical maximum amount of product (1.0 means a 100% yield; for example, 0.34 means a 34% yield). (1) The reactants are [CH3:1][O:2][C:3]1[CH:4]=[C:5]2[C:10](=[CH:11][C:12]=1[O:13][CH3:14])[N:9]=[CH:8][CH:7]=[C:6]2[O:15][C:16]1[CH:22]=[CH:21][C:19]([NH2:20])=[C:18]([F:23])[CH:17]=1.ClC(Cl)(O[C:28](=[O:34])OC(Cl)(Cl)Cl)Cl.[NH2:36][N:37]1[CH2:41][CH2:40][CH2:39][CH2:38]1.C(=O)(O)[O-].[Na+]. The catalyst is C(Cl)Cl.C(N(CC)CC)C.C1(C)C=CC=CC=1. The product is [CH3:1][O:2][C:3]1[CH:4]=[C:5]2[C:10](=[CH:11][C:12]=1[O:13][CH3:14])[N:9]=[CH:8][CH:7]=[C:6]2[O:15][C:16]1[CH:22]=[CH:21][C:19]([NH:20][C:28]([NH:36][N:37]2[CH2:41][CH2:40][CH2:39][CH2:38]2)=[O:34])=[C:18]([F:23])[CH:17]=1. The yield is 0.690. (2) The reactants are [C:1]([C:3]1[CH:4]=[C:5]([NH:9][C:10](=[O:16])[O:11][C:12]([CH3:15])([CH3:14])[CH3:13])[CH:6]=[CH:7][CH:8]=1)#[CH:2].Br[C:18]1[CH:19]=[N:20][CH:21]=[C:22]([CH:35]=1)[C:23]([N:25]=[S@@:26]([CH3:34])(=[O:33])[C:27]1[CH:32]=[CH:31][CH:30]=[CH:29][CH:28]=1)=[O:24]. No catalyst specified. The product is [CH3:34][S@:26](=[N:25][C:23]([C:22]1[CH:35]=[C:18]([C:2]#[C:1][C:3]2[CH:4]=[C:5]([NH:9][C:10](=[O:16])[O:11][C:12]([CH3:13])([CH3:15])[CH3:14])[CH:6]=[CH:7][CH:8]=2)[CH:19]=[N:20][CH:21]=1)=[O:24])(=[O:33])[C:27]1[CH:28]=[CH:29][CH:30]=[CH:31][CH:32]=1. The yield is 0.230. (3) The reactants are [OH:1][CH:2]([CH2:24][OH:25])[CH2:3][O:4][C:5]1[CH:10]=[CH:9][C:8]([NH:11][C:12]2[O:13][CH2:14][C:15](=[O:22])[C:16]=2[C:17]([O:19][CH2:20][CH3:21])=[O:18])=[C:7]([CH3:23])[CH:6]=1.[NH:26]1[C:34]2[C:29](=[CH:30][CH:31]=[CH:32][N:33]=2)[C:28]([CH:35]=O)=[CH:27]1.N1CCCCC1. The catalyst is C(O)C. The product is [NH:26]1[C:34]2=[N:33][CH:32]=[CH:31][CH:30]=[C:29]2[C:28]([CH:35]=[C:14]2[O:13][C:12]([NH:11][C:8]3[CH:9]=[CH:10][C:5]([O:4][CH2:3][CH:2]([OH:1])[CH2:24][OH:25])=[CH:6][C:7]=3[CH3:23])=[C:16]([C:17]([O:19][CH2:20][CH3:21])=[O:18])[C:15]2=[O:22])=[CH:27]1. The yield is 0.230. (4) The reactants are [CH2:1]([O:3][C:4]([C:6]1[CH:7]=[C:8]2[C:13](=[CH:14][CH:15]=1)[NH:12][CH:11]([C:16]1[CH:21]=[CH:20][CH:19]=[CH:18][C:17]=1[Br:22])[C:10]([CH3:24])([CH3:23])[CH:9]2O)=[O:5])[CH3:2].FC(F)(F)C(O)=O. The catalyst is C([SiH](CC)CC)C. The product is [CH2:1]([O:3][C:4]([C:6]1[CH:7]=[C:8]2[C:13](=[CH:14][CH:15]=1)[NH:12][CH:11]([C:16]1[CH:21]=[CH:20][CH:19]=[CH:18][C:17]=1[Br:22])[C:10]([CH3:23])([CH3:24])[CH2:9]2)=[O:5])[CH3:2]. The yield is 0.780. (5) The reactants are [O:1]([C:8]1[C:13]([C:14]([NH:16][NH2:17])=[O:15])=[CH:12][CH:11]=[CH:10][N:9]=1)[C:2]1[CH:7]=[CH:6][CH:5]=[CH:4][CH:3]=1.[F:18][C:19]([F:29])([F:28])[C:20]1[CH:21]=[C:22]([CH:25]=[CH:26][CH:27]=1)[CH:23]=O.O. The catalyst is C(O)C. The product is [F:18][C:19]([F:28])([F:29])[C:20]1[CH:21]=[C:22]([CH:25]=[CH:26][CH:27]=1)[CH:23]=[N:17][NH:16][C:14]([C:13]1[C:8]([O:1][C:2]2[CH:7]=[CH:6][CH:5]=[CH:4][CH:3]=2)=[N:9][CH:10]=[CH:11][CH:12]=1)=[O:15]. The yield is 0.920. (6) The reactants are Br[C:2]1[CH:3]=[C:4]([CH2:13][CH2:14][CH2:15][NH:16][C:17](=[O:23])[O:18][C:19]([CH3:22])([CH3:21])[CH3:20])[CH:5]=[C:6]([C:8]2([C:11]#[N:12])[CH2:10][CH2:9]2)[CH:7]=1.[B:24]1([B:24]2[O:28][C:27]([CH3:30])([CH3:29])[C:26]([CH3:32])([CH3:31])[O:25]2)[O:28][C:27]([CH3:30])([CH3:29])[C:26]([CH3:32])([CH3:31])[O:25]1.C([O-])(=O)C.[K+].C(Cl)Cl. The catalyst is O1CCOCC1.C(OCC)(=O)C. The product is [C:11]([C:8]1([C:6]2[CH:5]=[C:4]([CH2:13][CH2:14][CH2:15][NH:16][C:17](=[O:23])[O:18][C:19]([CH3:22])([CH3:21])[CH3:20])[CH:3]=[C:2]([B:24]3[O:28][C:27]([CH3:30])([CH3:29])[C:26]([CH3:32])([CH3:31])[O:25]3)[CH:7]=2)[CH2:10][CH2:9]1)#[N:12]. The yield is 0.710. (7) The yield is 0.930. The reactants are [NH2:1][C:2]1[C:18]2[C:17](=[O:19])[C:16]([C:20]([OH:22])=[O:21])=[CH:15][N:7]3[C:8]4([CH2:14][CH2:13][O:12][CH2:11]4)[CH2:9][O:10][C:5]([C:6]=23)=[C:4](F)[C:3]=1[F:24].[N:25]1[CH:30]=[CH:29][CH:28]=[CH:27][C:26]=1[CH2:31][CH2:32][CH2:33][NH2:34].C(N(CC)CC)C.[NH4+].[Cl-]. The product is [NH2:1][C:2]1[C:18]2[C:17](=[O:19])[C:16]([C:20]([OH:22])=[O:21])=[CH:15][N:7]3[C:8]4([CH2:14][CH2:13][O:12][CH2:11]4)[CH2:9][O:10][C:5]([C:6]=23)=[C:4]([NH:34][CH2:33][CH2:32][CH2:31][C:26]2[CH:27]=[CH:28][CH:29]=[CH:30][N:25]=2)[C:3]=1[F:24]. The catalyst is CS(C)=O.O.